Task: Predict which catalyst facilitates the given reaction.. Dataset: Catalyst prediction with 721,799 reactions and 888 catalyst types from USPTO (1) Reactant: Cl[CH2:2][CH2:3][N:4]([CH3:27])[C:5]([N:7]1[CH:11]([C:12]2[CH:17]=[CH:16][CH:15]=[CH:14][CH:13]=2)[CH:10]2[CH2:18][O:19][C:20]3[CH:21]=[CH:22][C:23]([F:26])=[CH:24][C:25]=3[C:9]2=[N:8]1)=[O:6].[NH:28]1[CH2:32][CH2:31][CH2:30][CH2:29]1.Cl. Product: [CH3:27][N:4]([CH2:3][CH2:2][N:28]1[CH2:32][CH2:31][CH2:30][CH2:29]1)[C:5]([N:7]1[CH:11]([C:12]2[CH:17]=[CH:16][CH:15]=[CH:14][CH:13]=2)[CH:10]2[CH2:18][O:19][C:20]3[CH:21]=[CH:22][C:23]([F:26])=[CH:24][C:25]=3[C:9]2=[N:8]1)=[O:6]. The catalyst class is: 4. (2) Reactant: [Br:1][C:2]1[S:3][CH:4]=[C:5]([CH2:7][NH:8][C:9]2[CH:14]=[CH:13][C:12]([F:15])=[CH:11][CH:10]=2)[N:6]=1.C(N(C(C)C)CC)(C)C.[CH3:25][C:26]([CH3:31])([CH3:30])[C:27](Cl)=[O:28]. Product: [Br:1][C:2]1[S:3][CH:4]=[C:5]([CH2:7][N:8]([C:9]2[CH:14]=[CH:13][C:12]([F:15])=[CH:11][CH:10]=2)[C:27](=[O:28])[C:26]([CH3:31])([CH3:30])[CH3:25])[N:6]=1. The catalyst class is: 7. (3) Reactant: Br[C:2]1[N:7]=[C:6]([N:8]2[CH2:13][CH2:12][CH:11]([CH3:14])[CH2:10][CH2:9]2)[C:5]([N+:15]([O-:17])=[O:16])=[CH:4][CH:3]=1.C([O-])([O-])=O.[K+].[K+].CC1(C)C(C)(C)OB([C:32]2[CH2:33][CH2:34][O:35][CH2:36][CH:37]=2)O1. Product: [O:35]1[CH2:34][CH:33]=[C:32]([C:2]2[N:7]=[C:6]([N:8]3[CH2:13][CH2:12][CH:11]([CH3:14])[CH2:10][CH2:9]3)[C:5]([N+:15]([O-:17])=[O:16])=[CH:4][CH:3]=2)[CH2:37][CH2:36]1. The catalyst class is: 12. (4) Product: [Br:23][C:11]1[C:7]2[NH:8][C:9]3[CH:10]=[C:2]([Cl:1])[CH:3]=[CH:4][C:5]=3[C:6]=2[C:14](=[O:15])[NH:13][CH:12]=1. The catalyst class is: 3. Reactant: [Cl:1][C:2]1[CH:3]=[CH:4][C:5]2[C:6]3[C:14](=[O:15])[NH:13][CH:12]=[CH:11][C:7]=3[NH:8][C:9]=2[CH:10]=1.C1C(=O)N([Br:23])C(=O)C1. (5) The catalyst class is: 428. Reactant: [CH:1]1([NH:7][C:8]2[C:13]([CH2:14][OH:15])=[CH:12][N:11]=[C:10]3[N:16]([S:19]([C:22]4[CH:28]=[CH:27][C:25]([CH3:26])=[CH:24][CH:23]=4)(=[O:21])=[O:20])[CH:17]=[CH:18][C:9]=23)[CH2:6][CH2:5][CH2:4][CH2:3][CH2:2]1. Product: [CH:1]1([NH:7][C:8]2[C:13]([CH:14]=[O:15])=[CH:12][N:11]=[C:10]3[N:16]([S:19]([C:22]4[CH:23]=[CH:24][C:25]([CH3:26])=[CH:27][CH:28]=4)(=[O:21])=[O:20])[CH:17]=[CH:18][C:9]=23)[CH2:2][CH2:3][CH2:4][CH2:5][CH2:6]1.